From a dataset of Forward reaction prediction with 1.9M reactions from USPTO patents (1976-2016). Predict the product of the given reaction. (1) Given the reactants [CH2:1]([S:8][CH2:9][CH:10]([CH2:21][CH2:22][C:23]([O:25]CC1C=CC=CC=1)=[O:24])[C:11]([O:13]CC1C=CC=CC=1)=[O:12])[C:2]1[CH:7]=[CH:6][CH:5]=[CH:4][CH:3]=1.[OH-].[Na+], predict the reaction product. The product is: [CH2:1]([S:8][CH2:9][CH:10]([CH2:21][CH2:22][C:23]([OH:25])=[O:24])[C:11]([OH:13])=[O:12])[C:2]1[CH:3]=[CH:4][CH:5]=[CH:6][CH:7]=1. (2) Given the reactants [C:1]1([SH:7])[CH:6]=[CH:5][CH:4]=[CH:3][CH:2]=1.[OH-].[Na+].[CH2:10]1[O:18][CH:11]1[C:12]1[CH:17]=[CH:16][CH:15]=[CH:14][CH:13]=1, predict the reaction product. The product is: [C:12]1([CH:11]([S:7][C:1]2[CH:6]=[CH:5][CH:4]=[CH:3][CH:2]=2)[CH2:10][OH:18])[CH:17]=[CH:16][CH:15]=[CH:14][CH:13]=1.